From a dataset of Reaction yield outcomes from USPTO patents with 853,638 reactions. Predict the reaction yield, written as a fraction of the theoretical maximum amount of product (1.0 means a 100% yield; for example, 0.34 means a 34% yield). (1) The reactants are [C:1]([Si:5]([CH3:8])([CH3:7])Cl)([CH3:4])([CH3:3])[CH3:2].[OH:9][C:10]1[CH:11]=[C:12]([CH:15]=[CH:16][CH:17]=1)[CH:13]=[O:14].N1C=CN=C1. The catalyst is C(Cl)(Cl)Cl. The product is [Si:5]([O:9][C:10]1[CH:11]=[C:12]([CH:15]=[CH:16][CH:17]=1)[CH:13]=[O:14])([C:1]([CH3:4])([CH3:3])[CH3:2])([CH3:8])[CH3:7]. The yield is 0.540. (2) The reactants are [CH:1]1([N:4]2[C:8](=[O:9])[N:7]([CH2:10][C:11]3[C:12]([Cl:21])=[C:13]([CH:17]=[CH:18][C:19]=3[Cl:20])[C:14](Cl)=[O:15])[N:6]=[N:5]2)[CH2:3][CH2:2]1.[CH2:22]([N:24]1[C:28]([OH:29])=[CH:27][CH:26]=[N:25]1)[CH3:23].C(N(CC)CC)C. The product is [CH:1]1([N:4]2[C:8](=[O:9])[N:7]([CH2:10][C:11]3[C:12]([Cl:21])=[C:13]([CH:17]=[CH:18][C:19]=3[Cl:20])[C:14]([C:27]3[CH:26]=[N:25][N:24]([CH2:22][CH3:23])[C:28]=3[OH:29])=[O:15])[N:6]=[N:5]2)[CH2:3][CH2:2]1. The yield is 0.880. The catalyst is ClCCCl. (3) The reactants are [F:1][C:2]1[CH:27]=[CH:26][C:5]([CH2:6][NH:7][CH:8]([C:20]2[CH:25]=[CH:24][CH:23]=[CH:22][CH:21]=2)[C:9]([O:11][C@@H:12]2[CH:17]3[CH2:18][CH2:19][N:14]([CH2:15][CH2:16]3)[CH2:13]2)=[O:10])=[CH:4][CH:3]=1.[Br:28][CH2:29][C:30]([C:32]1[CH:37]=[CH:36][CH:35]=[CH:34][CH:33]=1)=[O:31]. The catalyst is C(OCC)(=O)C. The product is [Br-:28].[F:1][C:2]1[CH:27]=[CH:26][C:5]([CH2:6][NH:7][CH:8]([C:20]2[CH:21]=[CH:22][CH:23]=[CH:24][CH:25]=2)[C:9]([O:11][C@@H:12]2[CH:17]3[CH2:16][CH2:15][N+:14]([CH2:29][C:30](=[O:31])[C:32]4[CH:37]=[CH:36][CH:35]=[CH:34][CH:33]=4)([CH2:19][CH2:18]3)[CH2:13]2)=[O:10])=[CH:4][CH:3]=1. The yield is 0.370. (4) The product is [Cl:45][C:44]1[CH:43]=[C:42]2[C:38]([C:39]([C:46]([OH:48])=[O:47])=[N:40][NH:41]2)=[CH:37][C:36]=1[C:23]1[CH:24]=[CH:25][C:26]([CH:29]2[CH2:34][CH2:33][CH2:32][CH2:31][CH2:30]2)=[CH:27][CH:28]=1. The reactants are CC1(C)COB(B2OCC(C)(C)CO2)OC1.C([O-])(=O)C.[K+].Br[C:23]1[CH:28]=[CH:27][C:26]([CH:29]2[CH2:34][CH2:33][CH2:32][CH2:31][CH2:30]2)=[CH:25][CH:24]=1.Br[C:36]1[CH:37]=[C:38]2[C:42](=[CH:43][C:44]=1[Cl:45])[NH:41][N:40]=[C:39]2[C:46]([OH:48])=[O:47].C(=O)([O-])[O-].[K+].[K+]. The yield is 0.0900. The catalyst is O1CCOCC1.C1(C)C=CC=CC=1.CCO.C1C=CC(P(C2C=CC=CC=2)[C-]2C=CC=C2)=CC=1.C1C=CC(P(C2C=CC=CC=2)[C-]2C=CC=C2)=CC=1.Cl[Pd]Cl.[Fe+2].C1C=CC(P(C2C=CC=CC=2)[C-]2C=CC=C2)=CC=1.C1C=CC(P(C2C=CC=CC=2)[C-]2C=CC=C2)=CC=1.Cl[Pd]Cl.[Fe+2].ClCCl. (5) The yield is 0.930. The catalyst is CN(C=O)C. The product is [Cl:1][C:2]1[CH:9]=[CH:8][CH:7]=[C:6]([N:16]2[CH2:17][CH2:18][N:13]([CH2:11][CH3:12])[CH2:14][CH2:15]2)[C:3]=1[CH:4]=[O:5]. The reactants are [Cl:1][C:2]1[CH:9]=[CH:8][CH:7]=[C:6](F)[C:3]=1[CH:4]=[O:5].[CH2:11]([N:13]1[CH2:18][CH2:17][NH:16][CH2:15][CH2:14]1)[CH3:12].C(=O)([O-])[O-].[K+].[K+]. (6) The reactants are [C:1]([C:5]1[NH:6][C:7]2[C:12]([CH:13]=1)=[CH:11][C:10]([N+:14]([O-])=O)=[C:9]([F:17])[CH:8]=2)([CH3:4])([CH3:3])[CH3:2]. The catalyst is CO.[Ni]. The product is [C:1]([C:5]1[NH:6][C:7]2[C:12]([CH:13]=1)=[CH:11][C:10]([NH2:14])=[C:9]([F:17])[CH:8]=2)([CH3:4])([CH3:2])[CH3:3]. The yield is 0.380.